Dataset: NCI-60 drug combinations with 297,098 pairs across 59 cell lines. Task: Regression. Given two drug SMILES strings and cell line genomic features, predict the synergy score measuring deviation from expected non-interaction effect. (1) Drug 1: C1CN1P(=S)(N2CC2)N3CC3. Drug 2: CC(C)(C#N)C1=CC(=CC(=C1)CN2C=NC=N2)C(C)(C)C#N. Cell line: OVCAR3. Synergy scores: CSS=3.59, Synergy_ZIP=-0.00506, Synergy_Bliss=1.62, Synergy_Loewe=-2.74, Synergy_HSA=-2.21. (2) Drug 1: CCC1=C2CN3C(=CC4=C(C3=O)COC(=O)C4(CC)O)C2=NC5=C1C=C(C=C5)O. Drug 2: C1CC(=O)NC(=O)C1N2C(=O)C3=CC=CC=C3C2=O. Cell line: A549. Synergy scores: CSS=12.7, Synergy_ZIP=-2.43, Synergy_Bliss=2.13, Synergy_Loewe=-6.54, Synergy_HSA=1.58. (3) Drug 1: CCC(=C(C1=CC=CC=C1)C2=CC=C(C=C2)OCCN(C)C)C3=CC=CC=C3.C(C(=O)O)C(CC(=O)O)(C(=O)O)O. Drug 2: CC1=C2C(C(=O)C3(C(CC4C(C3C(C(C2(C)C)(CC1OC(=O)C(C(C5=CC=CC=C5)NC(=O)OC(C)(C)C)O)O)OC(=O)C6=CC=CC=C6)(CO4)OC(=O)C)O)C)O. Cell line: OVCAR3. Synergy scores: CSS=65.8, Synergy_ZIP=31.0, Synergy_Bliss=34.7, Synergy_Loewe=27.1, Synergy_HSA=28.9. (4) Drug 1: C1=NC(=NC(=O)N1C2C(C(C(O2)CO)O)O)N. Drug 2: CC1CCC2CC(C(=CC=CC=CC(CC(C(=O)C(C(C(=CC(C(=O)CC(OC(=O)C3CCCCN3C(=O)C(=O)C1(O2)O)C(C)CC4CCC(C(C4)OC)OCCO)C)C)O)OC)C)C)C)OC. Cell line: SNB-19. Synergy scores: CSS=5.93, Synergy_ZIP=-0.561, Synergy_Bliss=5.14, Synergy_Loewe=2.36, Synergy_HSA=3.45. (5) Drug 1: C1=CC(=C2C(=C1NCCNCCO)C(=O)C3=C(C=CC(=C3C2=O)O)O)NCCNCCO. Drug 2: C1=NC2=C(N1)C(=S)N=C(N2)N. Cell line: NCIH23. Synergy scores: CSS=43.3, Synergy_ZIP=-4.09, Synergy_Bliss=-3.34, Synergy_Loewe=-17.0, Synergy_HSA=0.354. (6) Synergy scores: CSS=37.9, Synergy_ZIP=-0.611, Synergy_Bliss=6.84, Synergy_Loewe=-26.6, Synergy_HSA=8.33. Drug 2: CCC1=CC2CC(C3=C(CN(C2)C1)C4=CC=CC=C4N3)(C5=C(C=C6C(=C5)C78CCN9C7C(C=CC9)(C(C(C8N6C)(C(=O)OC)O)OC(=O)C)CC)OC)C(=O)OC.C(C(C(=O)O)O)(C(=O)O)O. Cell line: HOP-92. Drug 1: CC1=C(C=C(C=C1)NC2=NC=CC(=N2)N(C)C3=CC4=NN(C(=C4C=C3)C)C)S(=O)(=O)N.Cl. (7) Drug 1: C1=NC2=C(N=C(N=C2N1C3C(C(C(O3)CO)O)F)Cl)N. Drug 2: CC12CCC3C(C1CCC2O)C(CC4=C3C=CC(=C4)O)CCCCCCCCCS(=O)CCCC(C(F)(F)F)(F)F. Cell line: SK-OV-3. Synergy scores: CSS=-10.0, Synergy_ZIP=1.34, Synergy_Bliss=-4.28, Synergy_Loewe=-7.67, Synergy_HSA=-7.04. (8) Drug 1: CS(=O)(=O)C1=CC(=C(C=C1)C(=O)NC2=CC(=C(C=C2)Cl)C3=CC=CC=N3)Cl. Drug 2: C1=CC(=C2C(=C1NCCNCCO)C(=O)C3=C(C=CC(=C3C2=O)O)O)NCCNCCO. Cell line: SK-OV-3. Synergy scores: CSS=55.4, Synergy_ZIP=5.52, Synergy_Bliss=5.67, Synergy_Loewe=-32.2, Synergy_HSA=5.94.